Regression. Given a peptide amino acid sequence and an MHC pseudo amino acid sequence, predict their binding affinity value. This is MHC class II binding data. From a dataset of Peptide-MHC class II binding affinity with 134,281 pairs from IEDB. (1) The peptide sequence is DIVEVDRDTARRHLA. The MHC is DRB1_0301 with pseudo-sequence DRB1_0301. The binding affinity (normalized) is 0.750. (2) The peptide sequence is GIAQSASVLSFMDKG. The MHC is DRB1_0801 with pseudo-sequence DRB1_0801. The binding affinity (normalized) is 0.193. (3) The binding affinity (normalized) is 0.254. The MHC is H-2-IAb with pseudo-sequence H-2-IAb. The peptide sequence is DEELLKAVRIIKILYQSNP. (4) The peptide sequence is KKPFMKMNISVIMLLVS. The MHC is DRB3_0202 with pseudo-sequence DRB3_0202. The binding affinity (normalized) is 0.